Dataset: Full USPTO retrosynthesis dataset with 1.9M reactions from patents (1976-2016). Task: Predict the reactants needed to synthesize the given product. (1) Given the product [C:1]1([CH2:7][C:8](=[O:32])[CH2:9][C:10]2[CH:15]=[CH:14][CH:13]=[CH:12][CH:11]=2)[CH:6]=[CH:5][CH:4]=[CH:3][CH:2]=1, predict the reactants needed to synthesize it. The reactants are: [C:1]1([C@H:7](O)[CH2:8][CH2:9][C:10]2[CH:15]=[CH:14][CH:13]=[CH:12][CH:11]=2)[CH:6]=[CH:5][CH:4]=[CH:3][CH:2]=1.C1(C([OH:32])CCC2C=CC=CC=2)C=CC=CC=1.CC(C)=O.OS(O)(=O)=O.O=[Cr](=O)=O. (2) Given the product [Cl:28][C:29]1[CH:36]=[CH:35][C:32](/[CH:33]=[CH:3]/[C:2]([N:10]2[C@@H:14]([C:15]3[CH:16]=[CH:17][CH:18]=[CH:19][CH:20]=3)[CH2:13][O:12][C:11]2=[O:21])=[O:1])=[CH:31][CH:30]=1, predict the reactants needed to synthesize it. The reactants are: [O:1]=[C:2]([N:10]1[C@@H:14]([C:15]2[CH:20]=[CH:19][CH:18]=[CH:17][CH:16]=2)[CH2:13][O:12][C:11]1=[O:21])[CH2:3]P(=O)(OC)OC.CC(C)([O-])C.[K+].[Cl:28][C:29]1[CH:36]=[CH:35][C:32]([CH:33]=O)=[CH:31][CH:30]=1. (3) Given the product [Br:1][C:2]1[C:11]2[O:10][CH:9]([CH:12]([CH3:14])[CH3:13])[CH2:8][NH:7][C:6]=2[CH:5]=[CH:4][CH:3]=1, predict the reactants needed to synthesize it. The reactants are: [Br:1][C:2]1[C:11]2[O:10][CH:9]([CH:12]([CH3:14])[CH3:13])[C:8](=O)[NH:7][C:6]=2[CH:5]=[CH:4][CH:3]=1.B.O1CCCC1.Cl.C(=O)([O-])O.[Na+]. (4) Given the product [C:1]([O:5][C:6]([N:8]1[CH2:14][CH2:13][C:12]2[C:15]([S:20][CH2:39][C:38]3[CH:37]=[CH:36][C:35]([C:33](=[O:34])[C:32]4[CH:43]=[CH:44][CH:45]=[C:30]([C:28]#[N:29])[CH:31]=4)=[CH:42][CH:41]=3)=[C:16]([Cl:19])[CH:17]=[CH:18][C:11]=2[CH2:10][CH2:9]1)=[O:7])([CH3:4])([CH3:2])[CH3:3], predict the reactants needed to synthesize it. The reactants are: [C:1]([O:5][C:6]([N:8]1[CH2:14][CH2:13][C:12]2[C:15]([SH:20])=[C:16]([Cl:19])[CH:17]=[CH:18][C:11]=2[CH2:10][CH2:9]1)=[O:7])([CH3:4])([CH3:3])[CH3:2].C(N(CC)CC)C.[C:28]([C:30]1[CH:31]=[C:32]([CH:43]=[CH:44][CH:45]=1)[C:33]([C:35]1[CH:42]=[CH:41][C:38]([CH2:39]Br)=[CH:37][CH:36]=1)=[O:34])#[N:29]. (5) Given the product [OH:36][C:37]1[C:38]([C:47]([NH:34][C@H:17]([C:18]([N:20]2[CH2:21][CH2:22][CH:23]([O:26][C:27]3[C:32]([CH3:33])=[N:31][CH:30]=[CH:29][N:28]=3)[CH2:24][CH2:25]2)=[O:19])[CH:16]([CH3:35])[CH3:15])=[O:48])=[N:39][C:40]2[C:45]([N:46]=1)=[CH:44][CH:43]=[CH:42][CH:41]=2, predict the reactants needed to synthesize it. The reactants are: Cl.C(N=C=NCCCN(C)C)C.Cl.Cl.[CH3:15][CH:16]([CH3:35])[C@H:17]([NH2:34])[C:18]([N:20]1[CH2:25][CH2:24][CH:23]([O:26][C:27]2[C:32]([CH3:33])=[N:31][CH:30]=[CH:29][N:28]=2)[CH2:22][CH2:21]1)=[O:19].[OH:36][C:37]1[C:38]([C:47](O)=[O:48])=[N:39][C:40]2[C:45]([N:46]=1)=[CH:44][CH:43]=[CH:42][CH:41]=2.O.ON1C2C=CC=CC=2N=N1.CN1CCOCC1.